This data is from Catalyst prediction with 721,799 reactions and 888 catalyst types from USPTO. The task is: Predict which catalyst facilitates the given reaction. (1) Reactant: [C:1]([O:5][C:6]([N:8]1[CH2:13][C@@H:12]([C:14](=[O:37])[NH:15][CH2:16][C:17]2([CH2:31][CH2:32][CH2:33][CH2:34][O:35][CH3:36])[C:30]3[CH:29]=[CH:28][CH:27]=[CH:26][C:25]=3[O:24][C:23]3[C:18]2=[CH:19][CH:20]=[CH:21][CH:22]=3)[CH2:11][C@@H:10]([C:38](O)=[O:39])[CH2:9]1)=[O:7])([CH3:4])([CH3:3])[CH3:2].[CH2:41]([NH2:48])[C:42]1[CH:47]=[CH:46][CH:45]=[CH:44][CH:43]=1. Product: [C:1]([O:5][C:6]([N:8]1[CH2:13][C@@H:12]([C:14](=[O:37])[NH:15][CH2:16][C:17]2([CH2:31][CH2:32][CH2:33][CH2:34][O:35][CH3:36])[C:30]3[CH:29]=[CH:28][CH:27]=[CH:26][C:25]=3[O:24][C:23]3[C:18]2=[CH:19][CH:20]=[CH:21][CH:22]=3)[CH2:11][C@@H:10]([C:38](=[O:39])[NH:48][CH2:41][C:42]2[CH:47]=[CH:46][CH:45]=[CH:44][CH:43]=2)[CH2:9]1)=[O:7])([CH3:4])([CH3:3])[CH3:2]. The catalyst class is: 66. (2) Reactant: [C:1]([C:3]1[CH:11]=[CH:10][CH:9]=[C:8]2[C:4]=1[CH:5]=[N:6][N:7]2[CH2:12][C:13]([CH3:20])([CH3:19])[C:14]([O:16][CH2:17][CH3:18])=[O:15])#[N:2].Cl.[NH2:22][OH:23].C([O-])(O)=O.[Na+]. Product: [OH:23][NH:22][C:1](=[NH:2])[C:3]1[CH:11]=[CH:10][CH:9]=[C:8]2[C:4]=1[CH:5]=[N:6][N:7]2[CH2:12][C:13]([CH3:20])([CH3:19])[C:14]([O:16][CH2:17][CH3:18])=[O:15]. The catalyst class is: 5. (3) Reactant: [H-].[Na+].Cl[C:4]1[CH:9]=[CH:8][N:7]=[C:6]2[O:10][C:11]3([CH:17]4[CH2:18][CH2:19][N:14]([CH2:15][CH2:16]4)[CH2:13]3)[CH2:12][C:5]=12.[C:20]1([SH:26])[CH:25]=[CH:24][CH:23]=[CH:22][CH:21]=1.CO. Product: [C:20]1([S:26][C:4]2[CH:9]=[CH:8][N:7]=[C:6]3[O:10][C:11]4([CH:17]5[CH2:18][CH2:19][N:14]([CH2:15][CH2:16]5)[CH2:13]4)[CH2:12][C:5]=23)[CH:25]=[CH:24][CH:23]=[CH:22][CH:21]=1. The catalyst class is: 38.